This data is from Full USPTO retrosynthesis dataset with 1.9M reactions from patents (1976-2016). The task is: Predict the reactants needed to synthesize the given product. (1) Given the product [CH3:1][C:2]1[S:9][C:8]2[CH:7]=[CH:6][N:5]([CH2:10][C:11]3[CH:12]=[CH:13][C:14]([C:17]([F:20])([F:19])[F:18])=[CH:15][CH:16]=3)[C:4]=2[C:3]=1[C:21]([NH:35][C@H:33]([C:30]1[CH:31]=[CH:32][C:27]([C:26]([OH:25])=[O:36])=[CH:28][CH:29]=1)[CH3:34])=[O:22], predict the reactants needed to synthesize it. The reactants are: [CH3:1][C:2]1[S:9][C:8]2[CH:7]=[CH:6][N:5]([CH2:10][C:11]3[CH:16]=[CH:15][C:14]([C:17]([F:20])([F:19])[F:18])=[CH:13][CH:12]=3)[C:4]=2[C:3]=1[C:21](O)=[O:22].C[O:25][C:26](=[O:36])[C:27]1[CH:32]=[CH:31][C:30]([C@@H:33]([NH2:35])[CH3:34])=[CH:29][CH:28]=1.Cl.C(N=C=NCCCN(C)C)C.CN1CCOCC1.[Li+].[OH-]. (2) The reactants are: [C:1]1(=[O:11])[C:10]2[C:5](=[CH:6][CH:7]=[CH:8][CH:9]=2)[CH2:4][CH2:3][CH2:2]1.[OH-].[K+]. Given the product [CH:1]1([OH:11])[C:10]2[C:5](=[CH:6][CH:7]=[CH:8][CH:9]=2)[CH2:4][CH2:3][CH2:2]1, predict the reactants needed to synthesize it.